Task: Predict the reaction yield, written as a fraction of the theoretical maximum amount of product (1.0 means a 100% yield; for example, 0.34 means a 34% yield).. Dataset: Reaction yield outcomes from USPTO patents with 853,638 reactions (1) The reactants are C([N:8]1[CH2:13][CH2:12][CH:11]([CH3:14])[CH:10]([N:15]([CH3:25])[C:16]2[C:17]3[CH:24]=[CH:23][NH:22][C:18]=3[N:19]=[CH:20][N:21]=2)[CH2:9]1)C1C=CC=CC=1.Cl. The catalyst is C(O)C. The product is [CH3:25][N:15]([CH:10]1[CH:11]([CH3:14])[CH2:12][CH2:13][NH:8][CH2:9]1)[C:16]1[C:17]2[CH:24]=[CH:23][NH:22][C:18]=2[N:19]=[CH:20][N:21]=1. The yield is 0.900. (2) The reactants are [CH3:1][O:2][C:3]1[C:8]([O:9][CH3:10])=[C:7]([O:11][CH3:12])[CH:6]=[CH:5][C:4]=1[CH2:13][C:14](O)=O.[C:17]1([NH:23][C:24](=[S:27])[NH:25][NH2:26])[CH:22]=[CH:21][CH:20]=[CH:19][CH:18]=1. No catalyst specified. The product is [C:17]1([N:23]2[C:14]([CH2:13][C:4]3[CH:5]=[CH:6][C:7]([O:11][CH3:12])=[C:8]([O:9][CH3:10])[C:3]=3[O:2][CH3:1])=[N:26][NH:25][C:24]2=[S:27])[CH:18]=[CH:19][CH:20]=[CH:21][CH:22]=1. The yield is 0.360. (3) The reactants are CS(C)=O.[OH-].[K+].[NH:7]1[CH:11]=[CH:10][N:9]=[CH:8]1.[Br:12][C:13]1[CH:20]=[CH:19][C:16]([CH2:17]Br)=[CH:15][CH:14]=1. The catalyst is O. The product is [Br:12][C:13]1[CH:20]=[CH:19][C:16]([CH2:17][N:7]2[CH:11]=[CH:10][N:9]=[CH:8]2)=[CH:15][CH:14]=1. The yield is 0.530. (4) The reactants are [OH:1][C:2]1[C:7]([NH:8][C:9](=[O:23])[CH:10]([C:17]2[CH:22]=[CH:21][CH:20]=[CH:19][CH:18]=2)[C:11]2[CH:16]=[CH:15][CH:14]=[CH:13][CH:12]=2)=[CH:6][N:5]=[C:4]([CH:24]=[N:25][OH:26])[N:3]=1.C1C(=O)N(Cl)C(=O)C1.[C:35]([O:39][CH2:40][CH3:41])(=[O:38])[C:36]#[CH:37].CCN(CC)CC. The catalyst is CN(C=O)C.O. The product is [C:11]1([CH:10]([C:17]2[CH:18]=[CH:19][CH:20]=[CH:21][CH:22]=2)[C:9]([NH:8][C:7]2[C:2]([OH:1])=[N:3][C:4]([C:24]3[CH:37]=[C:36]([C:35]([O:39][CH2:40][CH3:41])=[O:38])[O:26][N:25]=3)=[N:5][CH:6]=2)=[O:23])[CH:16]=[CH:15][CH:14]=[CH:13][CH:12]=1. The yield is 0.140. (5) The yield is 0.920. The product is [Cl:19][C:15]1[CH:16]=[C:17]2[C:12](=[C:13]([NH:20][CH:21]3[CH2:22][CH2:23][CH2:24][CH2:25]3)[CH:14]=1)[NH:11][C:10]([C:7]1[S:8][CH2:9][C@@H:5]([CH2:4][C:3]([OH:26])=[O:2])[N:6]=1)=[CH:18]2. The catalyst is O1CCCC1.CO.O. The reactants are C[O:2][C:3](=[O:26])[CH2:4][C@@H:5]1[CH2:9][S:8][C:7]([C:10]2[NH:11][C:12]3[C:17]([CH:18]=2)=[CH:16][C:15]([Cl:19])=[CH:14][C:13]=3[NH:20][CH:21]2[CH2:25][CH2:24][CH2:23][CH2:22]2)=[N:6]1.O.[OH-].[Li+]. (6) The reactants are [F:1][CH:2]([F:20])[O:3][C:4]1[CH:9]=[CH:8][C:7]([C:10](=O)[C:11]([C:13]2[CH:18]=[CH:17][CH:16]=[CH:15]C=2)=O)=[CH:6][CH:5]=1.[O:21]1[CH2:26]COCC1.Cl.[CH3:28][NH:29][C:30]([NH2:32])=[NH:31].C([O-])([O-])=O.[Na+].[Na+]. The catalyst is O.CCO. The product is [NH2:32][C:30]1[N:29]([CH3:28])[C:26](=[O:21])[C:10]([C:7]2[CH:6]=[CH:5][C:4]([O:3][CH:2]([F:1])[F:20])=[CH:9][CH:8]=2)([C:11]2[CH:13]=[CH:18][CH:17]=[CH:16][CH:15]=2)[N:31]=1. The yield is 0.940.